From a dataset of Full USPTO retrosynthesis dataset with 1.9M reactions from patents (1976-2016). Predict the reactants needed to synthesize the given product. (1) Given the product [CH2:1]([C:5]1[O:9][C:8]([C:10]([C:13]2[S:31][C:16]3[NH:17][C:18]([C:23]4[CH:28]=[C:27]([CH3:29])[CH:26]=[C:25]([CH3:30])[CH:24]=4)=[C:19]([CH2:20][CH2:21][N:47]4[CH2:46][CH2:45][N:44]([CH2:43][C:42](=[O:41])[N:50]5[CH2:51][CH2:52][CH2:53][CH2:54]5)[CH2:49][CH2:48]4)[C:15]=3[CH:14]=2)([CH3:12])[CH3:11])=[N:7][N:6]=1)[CH2:2][CH2:3][CH3:4], predict the reactants needed to synthesize it. The reactants are: [CH2:1]([C:5]1[O:9][C:8]([C:10]([C:13]2[S:31][C:16]3[NH:17][C:18]([C:23]4[CH:28]=[C:27]([CH3:29])[CH:26]=[C:25]([CH3:30])[CH:24]=4)=[C:19]([CH2:20][CH2:21]Cl)[C:15]=3[CH:14]=2)([CH3:12])[CH3:11])=[N:7][N:6]=1)[CH2:2][CH2:3][CH3:4].C(N(C(C)C)CC)(C)C.[O:41]=[C:42]([N:50]1[CH2:54][CH2:53][CH2:52][CH2:51]1)[CH2:43][N:44]1[CH2:49][CH2:48][NH:47][CH2:46][CH2:45]1. (2) Given the product [ClH:1].[Cl:1][C:2]1[CH:7]=[CH:6][C:5]([C:8]2[CH2:13][CH2:12][C:11]([CH3:14])([CH3:15])[CH2:10][C:9]=2[CH2:16][N:17]2[CH2:34][CH2:33][N:20]3[C:21]4[C:26]([CH2:27][CH2:28][C@@H:19]3[CH2:18]2)=[CH:25][C:24]([C:29]([OH:31])=[O:30])=[CH:23][CH:22]=4)=[CH:4][CH:3]=1, predict the reactants needed to synthesize it. The reactants are: [Cl:1][C:2]1[CH:7]=[CH:6][C:5]([C:8]2[CH2:13][CH2:12][C:11]([CH3:15])([CH3:14])[CH2:10][C:9]=2[CH2:16][N:17]2[CH2:34][CH2:33][N:20]3[C:21]4[C:26]([CH2:27][CH2:28][C@@H:19]3[CH2:18]2)=[CH:25][C:24]([C:29]([O:31]C)=[O:30])=[CH:23][CH:22]=4)=[CH:4][CH:3]=1. (3) Given the product [ClH:40].[ClH:40].[CH2:13]([O:12][C:3]1[C:2]([NH:15][C:16]2[CH:17]=[C:18]3[C:22]4=[C:23]([CH2:25][O:26][CH2:27][CH2:28][N:21]4[C@H:20]4[CH2:29][CH2:30][NH:31][CH2:32][C@@H:19]34)[CH:24]=2)=[CH:7][CH:6]=[C:5]([C:8]([F:11])([F:10])[F:9])[N:4]=1)[CH3:14], predict the reactants needed to synthesize it. The reactants are: Br[C:2]1[C:3]([O:12][CH2:13][CH3:14])=[N:4][C:5]([C:8]([F:11])([F:10])[F:9])=[CH:6][CH:7]=1.[NH2:15][C:16]1[CH:17]=[C:18]2[C:22]3=[C:23]([CH2:25][O:26][CH2:27][CH2:28][N:21]3[C@H:20]3[CH2:29][CH2:30][N:31](C(OC(C)(C)C)=O)[CH2:32][C@@H:19]23)[CH:24]=1.[Cl:40]CCl. (4) Given the product [Cl:1][C:2]1[CH:7]=[C:6]2[C:5](=[CH:4][C:3]=1[C:15]([OH:17])=[O:16])[NH:12][C:13](=[S:14])[N:29]([C:23]1[N:22]=[C:21]([O:20][CH3:19])[C:26]([O:27][CH3:28])=[CH:25][N:24]=1)[C:8]2=[O:10], predict the reactants needed to synthesize it. The reactants are: [Cl:1][C:2]1[CH:7]=[C:6]([C:8]([O:10]C)=O)[C:5]([N:12]=[C:13]=[S:14])=[CH:4][C:3]=1[C:15]([O:17]C)=[O:16].[CH3:19][O:20][C:21]1[C:26]([O:27][CH3:28])=[CH:25][N:24]=[C:23]([NH2:29])[N:22]=1.[OH-].[Na+].Cl. (5) Given the product [Cl:1][C:2]1[S:6][C:5]([C:7]([N:23]=[N+:24]=[N-:25])=[O:9])=[CH:4][CH:3]=1, predict the reactants needed to synthesize it. The reactants are: [Cl:1][C:2]1[S:6][C:5]([C:7]([OH:9])=O)=[CH:4][CH:3]=1.CCN(CC)CC.ClC(OCC)=O.[N-:23]=[N+:24]=[N-:25].[Na+]. (6) Given the product [Br:1][C:2]1[C:3]([F:11])=[C:4]([CH:7]=[C:8]([Cl:10])[CH:9]=1)[C:5]([OH:16])=[O:6], predict the reactants needed to synthesize it. The reactants are: [Br:1][C:2]1[C:3]([F:11])=[C:4]([CH:7]=[C:8]([Cl:10])[CH:9]=1)[CH:5]=[O:6].C([OH:16])(C)(C)C.[O-][Mn](=O)(=O)=O.[K+].